From a dataset of Catalyst prediction with 721,799 reactions and 888 catalyst types from USPTO. Predict which catalyst facilitates the given reaction. (1) Reactant: Cl[C:2]1[N:7]=[C:6]([Cl:8])[N:5]=[CH:4][N:3]=1.C(N(C(C)C)CC)(C)C.[NH2:18][C:19]1[CH:20]=[N:21][N:22]([CH2:24][C@H:25]2[O:30][CH2:29][CH2:28][N:27]([C:31]([O:33][C:34]([CH3:37])([CH3:36])[CH3:35])=[O:32])[CH2:26]2)[CH:23]=1. Product: [Cl:8][C:6]1[N:5]=[CH:4][N:3]=[C:2]([NH:18][C:19]2[CH:20]=[N:21][N:22]([CH2:24][C@H:25]3[O:30][CH2:29][CH2:28][N:27]([C:31]([O:33][C:34]([CH3:37])([CH3:36])[CH3:35])=[O:32])[CH2:26]3)[CH:23]=2)[N:7]=1. The catalyst class is: 12. (2) Reactant: [C:1]([NH:4][C@H:5]([C:8]([OH:10])=[O:9])[CH2:6][SH:7])(=[O:3])[CH3:2].[OH-].[Na+:12]. Product: [C:1]([NH:4][C@H:5]([C:8]([O-:10])=[O:9])[CH2:6][SH:7])(=[O:3])[CH3:2].[Na+:12]. The catalyst class is: 6. (3) Reactant: [C:1](=[O:22])(OC1C=CC([N+]([O-])=O)=CC=1)[O:2][CH2:3][CH2:4][N:5]1[CH2:10][CH2:9][N:8]([CH3:11])[CH2:7][CH2:6]1.CCN(C(C)C)C(C)C.[CH2:32]1[C:41]2[C:36](=[CH:37][CH:38]=[CH:39][CH:40]=2)[CH2:35][CH2:34][NH:33]1. Product: [CH2:32]1[C:41]2[C:36](=[CH:37][CH:38]=[CH:39][CH:40]=2)[CH2:35][CH2:34][N:33]1[C:1]([O:2][CH2:3][CH2:4][N:5]1[CH2:6][CH2:7][N:8]([CH3:11])[CH2:9][CH2:10]1)=[O:22]. The catalyst class is: 3. (4) Reactant: [Cl:1][C:2]1[CH:7]=[CH:6][CH:5]=[C:4]([F:8])[C:3]=1[C:9]1[S:10][C:11]2[C:12](=O)[NH:13][CH:14]=[CH:15][C:16]=2[N:17]=1.P(Br)(Br)([Br:21])=O. Product: [Br:21][C:12]1[C:11]2[S:10][C:9]([C:3]3[C:4]([F:8])=[CH:5][CH:6]=[CH:7][C:2]=3[Cl:1])=[N:17][C:16]=2[CH:15]=[CH:14][N:13]=1. The catalyst class is: 23. (5) Reactant: [CH3:1][C:2]([N+:16]([O-:18])=[O:17])([CH3:15])[CH:3]([C:5]1[CH:14]=[CH:13][C:12]2[C:7](=[CH:8][CH:9]=[CH:10][CH:11]=2)[CH:6]=1)O.S(Cl)([Cl:21])=O. Product: [Cl:21][CH:3]([C:5]1[CH:14]=[CH:13][C:12]2[C:7](=[CH:8][CH:9]=[CH:10][CH:11]=2)[CH:6]=1)[C:2]([CH3:15])([N+:16]([O-:18])=[O:17])[CH3:1]. The catalyst class is: 6. (6) Reactant: [C:1]([O:4][C@@H:5]1[C@@H:10]([O:11][C:12](=[O:14])[CH3:13])[C@H:9]([O:15][C:16](=[O:18])[CH3:17])[C@@H:8]([CH2:19][O:20][C:21](=[O:23])[CH3:22])[O:7][C@H:6]1[O:24][C:25]1[C:29]([CH2:30][C:31]2[CH:36]=[CH:35][C:34]([O:37][CH2:38][C:39]([C:42]([O:44]CC3C=CC=CC=3)=[O:43])([CH3:41])[CH3:40])=[CH:33][CH:32]=2)=[C:28]([CH:52]([CH3:54])[CH3:53])[NH:27][N:26]=1)(=[O:3])[CH3:2]. Product: [C:1]([O:4][C@@H:5]1[C@@H:10]([O:11][C:12](=[O:14])[CH3:13])[C@H:9]([O:15][C:16](=[O:18])[CH3:17])[C@@H:8]([CH2:19][O:20][C:21](=[O:23])[CH3:22])[O:7][C@H:6]1[O:24][C:25]1[C:29]([CH2:30][C:31]2[CH:32]=[CH:33][C:34]([O:37][CH2:38][C:39]([C:42]([OH:44])=[O:43])([CH3:41])[CH3:40])=[CH:35][CH:36]=2)=[C:28]([CH:52]([CH3:54])[CH3:53])[NH:27][N:26]=1)(=[O:3])[CH3:2]. The catalyst class is: 129. (7) Reactant: [CH3:1][NH2:2].CS(O[CH2:8][CH2:9][CH:10]([NH:18][C:19]([O:21][C:22]([CH3:25])([CH3:24])[CH3:23])=[O:20])[C:11]1[CH:16]=[CH:15][C:14]([Cl:17])=[CH:13][CH:12]=1)(=O)=O. Product: [Cl:17][C:14]1[CH:15]=[CH:16][C:11]([CH:10]([NH:18][C:19](=[O:20])[O:21][C:22]([CH3:25])([CH3:24])[CH3:23])[CH2:9][CH2:8][NH:2][CH3:1])=[CH:12][CH:13]=1. The catalyst class is: 1. (8) Reactant: Br[C:2]1[CH:7]=[CH:6][C:5]([O:8][CH2:9][CH:10]([CH3:12])[CH3:11])=[CH:4][CH:3]=1.C([Li])CCC.[Cl:18][C:19]1[CH:30]=[CH:29][C:22]([C:23](N(OC)C)=[O:24])=[CH:21][C:20]=1[S:31](=[O:34])(=[O:33])[NH2:32]. Product: [Cl:18][C:19]1[CH:30]=[CH:29][C:22]([C:23](=[O:24])[C:2]2[CH:7]=[CH:6][C:5]([O:8][CH2:9][CH:10]([CH3:12])[CH3:11])=[CH:4][CH:3]=2)=[CH:21][C:20]=1[S:31]([NH2:32])(=[O:34])=[O:33]. The catalyst class is: 7. (9) Reactant: C[O:2][C:3](=[O:22])[CH:4]([C:11]1[CH:16]=[CH:15][C:14]([C:17]#[C:18][CH2:19][O:20][CH3:21])=[CH:13][CH:12]=1)[CH2:5][CH:6]1[CH2:10][CH2:9][CH2:8][CH2:7]1.[OH-].[Li+]. Product: [CH:6]1([CH2:5][CH:4]([C:11]2[CH:16]=[CH:15][C:14]([C:17]#[C:18][CH2:19][O:20][CH3:21])=[CH:13][CH:12]=2)[C:3]([OH:22])=[O:2])[CH2:10][CH2:9][CH2:8][CH2:7]1. The catalyst class is: 30.